Dataset: Forward reaction prediction with 1.9M reactions from USPTO patents (1976-2016). Task: Predict the product of the given reaction. (1) Given the reactants [NH:1]1[C:9]2[C:4](=[CH:5][CH:6]=[CH:7][CH:8]=2)[CH2:3][C@@H:2]1[C:10]([OH:12])=O.Cl.[CH3:14][O:15][C:16](=[O:19])[CH2:17][NH2:18].F[P-](F)(F)(F)(F)F.N1(O[P+](N(C)C)(N(C)C)N(C)C)C2C=CC=CC=2N=N1.CCN(C(C)C)C(C)C, predict the reaction product. The product is: [CH3:14][O:15][C:16](=[O:19])[CH2:17][NH:18][C:10]([C@H:2]1[CH2:3][C:4]2[C:9](=[CH:8][CH:7]=[CH:6][CH:5]=2)[NH:1]1)=[O:12]. (2) Given the reactants C([O:8][CH2:9][CH2:10][O:11][C:12]1[N:17]=[C:16]([NH:18][C@H:19]2[CH2:24][CH2:23][C@H:22]([NH:25][C:26](=[O:32])[O:27][C:28]([CH3:31])([CH3:30])[CH3:29])[CH2:21][CH2:20]2)[C:15]([F:33])=[CH:14][C:13]=1[C:34](=[O:36])[NH2:35])C1C=CC=CC=1, predict the reaction product. The product is: [C:34]([C:13]1[CH:14]=[C:15]([F:33])[C:16]([NH:18][C@H:19]2[CH2:24][CH2:23][C@H:22]([NH:25][C:26](=[O:32])[O:27][C:28]([CH3:29])([CH3:31])[CH3:30])[CH2:21][CH2:20]2)=[N:17][C:12]=1[O:11][CH2:10][CH2:9][OH:8])(=[O:36])[NH2:35].